Dataset: NCI-60 drug combinations with 297,098 pairs across 59 cell lines. Task: Regression. Given two drug SMILES strings and cell line genomic features, predict the synergy score measuring deviation from expected non-interaction effect. (1) Drug 1: C1=CC(=CC=C1CCCC(=O)O)N(CCCl)CCCl. Drug 2: B(C(CC(C)C)NC(=O)C(CC1=CC=CC=C1)NC(=O)C2=NC=CN=C2)(O)O. Cell line: RXF 393. Synergy scores: CSS=12.4, Synergy_ZIP=-4.89, Synergy_Bliss=-4.38, Synergy_Loewe=-2.99, Synergy_HSA=-2.96. (2) Drug 1: C1CC(C1)(C(=O)O)C(=O)O.[NH2-].[NH2-].[Pt+2]. Drug 2: C1C(C(OC1N2C=NC(=NC2=O)N)CO)O. Cell line: LOX IMVI. Synergy scores: CSS=11.9, Synergy_ZIP=2.42, Synergy_Bliss=11.4, Synergy_Loewe=-0.517, Synergy_HSA=2.09. (3) Cell line: HS 578T. Drug 2: C1=NC(=NC(=O)N1C2C(C(C(O2)CO)O)O)N. Drug 1: CC(C)(C#N)C1=CC(=CC(=C1)CN2C=NC=N2)C(C)(C)C#N. Synergy scores: CSS=3.76, Synergy_ZIP=-1.89, Synergy_Bliss=2.44, Synergy_Loewe=-1.02, Synergy_HSA=-1.56. (4) Drug 1: C1=NC2=C(N1)C(=S)N=C(N2)N. Drug 2: CC1=C(C(CCC1)(C)C)C=CC(=CC=CC(=CC(=O)O)C)C. Cell line: SF-539. Synergy scores: CSS=34.6, Synergy_ZIP=-1.78, Synergy_Bliss=0.678, Synergy_Loewe=5.04, Synergy_HSA=5.37. (5) Drug 1: CC1=C2C(C(=O)C3(C(CC4C(C3C(C(C2(C)C)(CC1OC(=O)C(C(C5=CC=CC=C5)NC(=O)OC(C)(C)C)O)O)OC(=O)C6=CC=CC=C6)(CO4)OC(=O)C)OC)C)OC. Drug 2: CC1OCC2C(O1)C(C(C(O2)OC3C4COC(=O)C4C(C5=CC6=C(C=C35)OCO6)C7=CC(=C(C(=C7)OC)O)OC)O)O. Cell line: NCIH23. Synergy scores: CSS=64.8, Synergy_ZIP=-5.85, Synergy_Bliss=-8.14, Synergy_Loewe=-5.13, Synergy_HSA=-1.96. (6) Drug 1: CN1CCC(CC1)COC2=C(C=C3C(=C2)N=CN=C3NC4=C(C=C(C=C4)Br)F)OC. Drug 2: C1=CC(=CC=C1CCCC(=O)O)N(CCCl)CCCl. Cell line: SK-MEL-28. Synergy scores: CSS=6.96, Synergy_ZIP=-4.14, Synergy_Bliss=-0.448, Synergy_Loewe=-3.49, Synergy_HSA=-3.29. (7) Drug 1: COC1=NC(=NC2=C1N=CN2C3C(C(C(O3)CO)O)O)N. Drug 2: CC1C(C(CC(O1)OC2CC(CC3=C2C(=C4C(=C3O)C(=O)C5=C(C4=O)C(=CC=C5)OC)O)(C(=O)CO)O)N)O.Cl. Cell line: U251. Synergy scores: CSS=32.7, Synergy_ZIP=-2.40, Synergy_Bliss=-3.75, Synergy_Loewe=-37.5, Synergy_HSA=-0.910. (8) Drug 1: COC1=C2C(=CC3=C1OC=C3)C=CC(=O)O2. Drug 2: B(C(CC(C)C)NC(=O)C(CC1=CC=CC=C1)NC(=O)C2=NC=CN=C2)(O)O. Cell line: RPMI-8226. Synergy scores: CSS=61.0, Synergy_ZIP=0.0431, Synergy_Bliss=-1.66, Synergy_Loewe=-48.1, Synergy_HSA=-3.65. (9) Drug 1: CC1C(C(CC(O1)OC2CC(OC(C2O)C)OC3=CC4=CC5=C(C(=O)C(C(C5)C(C(=O)C(C(C)O)O)OC)OC6CC(C(C(O6)C)O)OC7CC(C(C(O7)C)O)OC8CC(C(C(O8)C)O)(C)O)C(=C4C(=C3C)O)O)O)O. Drug 2: C(CN)CNCCSP(=O)(O)O. Cell line: T-47D. Synergy scores: CSS=47.4, Synergy_ZIP=1.58, Synergy_Bliss=1.83, Synergy_Loewe=-49.0, Synergy_HSA=1.09.